The task is: Predict the reactants needed to synthesize the given product.. This data is from Full USPTO retrosynthesis dataset with 1.9M reactions from patents (1976-2016). (1) Given the product [CH2:5]([S:7][C:8]1[CH:9]=[C:10]([OH:14])[CH:11]=[CH:12][CH:13]=1)[CH3:6], predict the reactants needed to synthesize it. The reactants are: B(Br)(Br)Br.[CH2:5]([S:7][C:8]1[CH:13]=[CH:12][CH:11]=[C:10]([O:14]C)[CH:9]=1)[CH3:6].N(CCO)CCO. (2) The reactants are: [F:1][C:2]1[CH:9]=[C:8]([CH:10]=O)[CH:7]=[CH:6][C:3]=1[C:4]#[N:5].[CH3:12][O:13][C:14]1[CH:15]=[C:16]([CH:18]=[CH:19][CH:20]=1)[NH2:17]. Given the product [F:1][C:2]1[CH:9]=[C:8]([CH:10]=[N:17][C:16]2[CH:18]=[CH:19][CH:20]=[C:14]([O:13][CH3:12])[CH:15]=2)[CH:7]=[CH:6][C:3]=1[C:4]#[N:5], predict the reactants needed to synthesize it. (3) The reactants are: [C:1]([O:4][CH2:5][CH2:6][N:7]([C:14](Cl)=[O:15])[C:8]1[CH:13]=[CH:12][CH:11]=[CH:10][CH:9]=1)(=[O:3])[CH3:2].[CH3:17][C:18]1[C:19]([CH2:30][S:31]([C:33]2[NH:37][C:36]3[CH:38]=[CH:39][CH:40]=[CH:41][C:35]=3[N:34]=2)=[O:32])=[N:20][CH:21]=[CH:22][C:23]=1[O:24][CH2:25][C:26]([F:29])([F:28])[F:27].C(N(CC)CC)C.C(OCC)(=O)C. Given the product [C:1]([O:4][CH2:5][CH2:6][N:7]([C:14]([N:34]1[C:35]2[CH:41]=[CH:40][CH:39]=[CH:38][C:36]=2[N:37]=[C:33]1[S:31]([CH2:30][C:19]1[C:18]([CH3:17])=[C:23]([O:24][CH2:25][C:26]([F:27])([F:28])[F:29])[CH:22]=[CH:21][N:20]=1)=[O:32])=[O:15])[C:8]1[CH:13]=[CH:12][CH:11]=[CH:10][CH:9]=1)(=[O:3])[CH3:2], predict the reactants needed to synthesize it. (4) Given the product [Cl:1][C:2]1[N:7]=[C:6]([C:8]([O:13][CH3:14])=[O:20])[CH:5]=[CH:4][C:3]=1[OH:10], predict the reactants needed to synthesize it. The reactants are: [Cl:1][C:2]1[N:7]=[C:6]([C:8]#N)[CH:5]=[CH:4][C:3]=1[OH:10].Cl.Cl.[O:13]1CCOC[CH2:14]1.C[OH:20].